Dataset: Reaction yield outcomes from USPTO patents with 853,638 reactions. Task: Predict the reaction yield, written as a fraction of the theoretical maximum amount of product (1.0 means a 100% yield; for example, 0.34 means a 34% yield). (1) The reactants are [F:1][C:2]1[CH:7]=[C:6]([F:8])[CH:5]=[C:4]([F:9])[C:3]=1[OH:10].F[C:12]1[CH:17]=[CH:16][CH:15]=[CH:14][C:13]=1[N+:18]([O-:20])=[O:19].[F:21][C:22]1[CH:35]=[C:34]([F:36])[CH:33]=[C:32]([F:37])[C:23]=1[O:24][C:25]1[CH:31]=[CH:30][CH:29]=[CH:28][C:26]=1[NH2:27].[NH2:38][C:39]1[S:40][CH:41]=[CH:42][N:43]=1. No catalyst specified. The product is [F:1][C:2]1[CH:7]=[C:6]([F:8])[CH:5]=[C:4]([F:9])[C:3]=1[O:10][C:12]1[CH:17]=[CH:16][CH:15]=[CH:14][C:13]=1[N+:18]([O-:20])=[O:19].[F:21][C:22]1[CH:35]=[C:34]([F:36])[CH:33]=[C:32]([F:37])[C:23]=1[O:24][C:25]1[CH:31]=[CH:30][CH:29]=[CH:28][C:26]=1[NH:27][C:3]([NH:38][C:39]1[S:40][CH:41]=[CH:42][N:43]=1)=[O:10]. The yield is 0.850. (2) The reactants are Cl.[CH3:2][C:3]1([CH3:16])[CH2:8][C:7]([CH3:10])([CH3:9])[CH2:6][C:5]([CH2:13][CH2:14]N)(C=C)[CH2:4]1.[C:17]1(CC[Mg]Br)[CH:22]=[CH:21][CH:20]=[CH:19][CH:18]=1.[NH4+].[Cl-].C([O:31]CC)C. No catalyst specified. The product is [CH3:16][C:3]1([CH3:2])[CH2:8][C:7]([CH3:9])([CH3:10])[CH2:6][C:5]([CH2:13][CH2:14][C:17]2[CH:22]=[CH:21][CH:20]=[CH:19][CH:18]=2)([OH:31])[CH2:4]1. The yield is 0.820.